Dataset: Full USPTO retrosynthesis dataset with 1.9M reactions from patents (1976-2016). Task: Predict the reactants needed to synthesize the given product. Given the product [C:1]([CH2:5][N:6]1[C:16]2[C:11](=[CH:12][CH:13]=[CH:14][CH:15]=2)[CH2:10][C@H:9]([NH:17][C:18]([C:20]2[NH:21][C:22]3[C:27]([CH:28]=2)=[CH:26][C:25]([Cl:29])=[CH:24][CH:23]=3)=[O:19])[C:7]1=[O:8])([OH:3])=[O:2], predict the reactants needed to synthesize it. The reactants are: [C:1]([CH2:5][N:6]1[C:16]2[C:11](=[CH:12][CH:13]=[CH:14][CH:15]=2)[CH2:10][C@H:9]([NH:17][C:18]([C:20]2[NH:21][C:22]3[C:27]([CH:28]=2)=[CH:26][C:25]([Cl:29])=[CH:24][CH:23]=3)=[O:19])[C:7]1=[O:8])([O:3]C)=[O:2].C(CN1C2C(=CC=CC=2)C[C@@H](NC(C2NC3C(C=2)=CC(Cl)=CC=3)=O)C1=O)(O)=O.C(CN1C2C(=CC=CC=2)C[C@@H](NC(C2NC3C(C=2)=CC(Cl)=CC=3)=O)C1=O)(OC)=O.